This data is from Reaction yield outcomes from USPTO patents with 853,638 reactions. The task is: Predict the reaction yield, written as a fraction of the theoretical maximum amount of product (1.0 means a 100% yield; for example, 0.34 means a 34% yield). (1) The reactants are C[O:2][C:3](=[O:23])[C@@H:4]([O:13][CH2:14][C:15]([N:17]1[CH2:22][CH2:21][O:20][CH2:19][CH2:18]1)=[O:16])[CH2:5][CH2:6][C:7]1[CH:12]=[CH:11][CH:10]=[CH:9][CH:8]=1.O.[OH-].[Li+]. The catalyst is CO.O.O. The product is [N:17]1([C:15](=[O:16])[CH2:14][O:13][C@@H:4]([CH2:5][CH2:6][C:7]2[CH:8]=[CH:9][CH:10]=[CH:11][CH:12]=2)[C:3]([OH:23])=[O:2])[CH2:22][CH2:21][O:20][CH2:19][CH2:18]1. The yield is 0.770. (2) The product is [CH2:1]([O:3][C:4]1[CH:5]=[C:6]([CH:7]2[C:21]([C:22]3[CH:27]=[CH:26][CH:25]=[CH:24][CH:23]=3)=[C:20]([C:14]3[CH:19]=[CH:18][CH:17]=[CH:16][CH:15]=3)[NH:32][C:30](=[O:31])[NH:29]2)[CH:9]=[C:10]([F:13])[C:11]=1[OH:12])[CH3:2]. The yield is 0.106. The catalyst is C(O)C. The reactants are [CH2:1]([O:3][C:4]1[CH:5]=[C:6]([CH:9]=[C:10]([F:13])[C:11]=1[OH:12])[CH:7]=O)[CH3:2].[C:14]1([C:20](=O)[CH2:21][C:22]2[CH:27]=[CH:26][CH:25]=[CH:24][CH:23]=2)[CH:19]=[CH:18][CH:17]=[CH:16][CH:15]=1.[NH2:29][C:30]([NH2:32])=[O:31].Cl. (3) The reactants are [N+:1]([C:4]1[CH:9]=[CH:8][C:7]([N:10]2[CH2:15][CH2:14][CH2:13][C@H:12]([NH:16][C@@H:17]3[CH2:22][CH2:21][CH2:20][CH2:19][C@H:18]3[NH:23][C:24]([NH:26][C:27]3[CH:32]=[CH:31][CH:30]=[CH:29][CH:28]=3)=[O:25])[CH2:11]2)=[CH:6][CH:5]=1)([O-:3])=[O:2].C=O.[C:35](O)(=O)C.C([BH3-])#N.[Na+]. The catalyst is C(Cl)Cl. The product is [CH3:35][N:16]([C@H:12]1[CH2:13][CH2:14][CH2:15][N:10]([C:7]2[CH:8]=[CH:9][C:4]([N+:1]([O-:3])=[O:2])=[CH:5][CH:6]=2)[CH2:11]1)[C@@H:17]1[CH2:22][CH2:21][CH2:20][CH2:19][C@H:18]1[NH:23][C:24]([NH:26][C:27]1[CH:28]=[CH:29][CH:30]=[CH:31][CH:32]=1)=[O:25]. The yield is 0.552. (4) The reactants are [OH:1][C:2]1[C:11]2[C:6](=[CH:7][CH:8]=[C:9]([NH:12][C:13](=[O:15])[CH3:14])[CH:10]=2)[N:5]=[C:4]([CH3:16])[CH:3]=1.S(OC)(O[CH3:21])(=O)=O. The catalyst is C1(C)C=CC=CC=1. The product is [CH3:21][O:1][C:2]1[C:11]2[C:6](=[CH:7][CH:8]=[C:9]([NH:12][C:13](=[O:15])[CH3:14])[CH:10]=2)[N:5]=[C:4]([CH3:16])[CH:3]=1. The yield is 0.520. (5) The reactants are [NH2:1][C:2]([CH3:27])([CH3:26])[C@H:3]([NH:8][C:9](=[O:25])[C:10]1[CH:15]=[CH:14][C:13]([C:16]#[C:17][C:18]#[C:19][CH:20]([O:23][CH3:24])[CH2:21][OH:22])=[CH:12][CH:11]=1)[C:4](OC)=[O:5].[NH2:28][OH:29].O. The catalyst is CC(O)C. The product is [NH2:1][C:2]([CH3:27])([CH3:26])[C@H:3]([NH:8][C:9](=[O:25])[C:10]1[CH:15]=[CH:14][C:13]([C:16]#[C:17][C:18]#[C:19][CH:20]([O:23][CH3:24])[CH2:21][OH:22])=[CH:12][CH:11]=1)[C:4]([NH:28][OH:29])=[O:5]. The yield is 0.487. (6) The reactants are [H-].[Na+].[OH:3][C:4]1[C:13]2[C:8](=[CH:9][CH:10]=[CH:11][CH:12]=2)[C:7]([CH:14]=[O:15])=[CH:6][CH:5]=1.I[CH2:17][CH2:18][CH2:19][CH3:20].Cl. The catalyst is CN(C)C=O. The product is [CH2:17]([O:3][C:4]1[C:13]2[C:8](=[CH:9][CH:10]=[CH:11][CH:12]=2)[C:7]([CH:14]=[O:15])=[CH:6][CH:5]=1)[CH2:18][CH2:19][CH3:20]. The yield is 0.870. (7) The reactants are [CH:1]1([CH2:6]O)[CH2:5][CH2:4][CH2:3][CH2:2]1.C(N(CC)CC)C.CS([Cl:19])(=O)=O.O.[NH2:21][NH2:22]. The catalyst is O1CCCC1.C(O)C.O. The product is [ClH:19].[ClH:19].[CH:1]1([CH2:6][NH:21][NH2:22])[CH2:5][CH2:4][CH2:3][CH2:2]1. The yield is 0.640. (8) The reactants are [NH2:1][C@H:2]([C@H:16]([C:18]1[C:26]2[C:21](=[CH:22][CH:23]=[CH:24][CH:25]=2)[NH:20][CH:19]=1)[CH3:17])[C:3]([NH:5][C:6]1[CH:11]=[CH:10][CH:9]=[C:8]([CH2:12][N:13]([CH3:15])[CH3:14])[CH:7]=1)=[O:4].[C:27]1([CH:33]2[CH2:38][CH2:37][CH:36]([CH:39]=O)[CH2:35][CH2:34]2)[CH:32]=[CH:31][CH:30]=[CH:29][CH:28]=1.C(O[BH-](OC(=O)C)OC(=O)C)(=O)C.[Na+].C(=O)([O-])O.[Na+]. The catalyst is C(O)C. The product is [CH3:14][N:13]([CH2:12][C:8]1[CH:7]=[C:6]([NH:5][C:3](=[O:4])[C@H:2]([NH:1][CH2:39][CH:36]2[CH2:35][CH2:34][CH:33]([C:27]3[CH:28]=[CH:29][CH:30]=[CH:31][CH:32]=3)[CH2:38][CH2:37]2)[C@H:16]([C:18]2[C:26]3[C:21](=[CH:22][CH:23]=[CH:24][CH:25]=3)[NH:20][CH:19]=2)[CH3:17])[CH:11]=[CH:10][CH:9]=1)[CH3:15]. The yield is 0.460. (9) The reactants are [CH2:1]([O:3][C:4]1[C:5]([OH:32])=[C:6]([CH:10]=[C:11]([CH:13]2[C:18]([C:19]3[CH:24]=[CH:23][CH:22]=[CH:21][CH:20]=3)=[C:17]([C:25]3[CH:30]=[CH:29][CH:28]=[CH:27][CH:26]=3)[NH:16][C:15](=[O:31])[NH:14]2)[CH:12]=1)[C:7]([OH:9])=O)[CH3:2].[NH4+].[Cl-].CC[N:37]=C=NCCCN(C)C.C1C=CC2N(O)N=NC=2C=1.CN1CCOCC1. The catalyst is CN(C=O)C. The product is [CH2:1]([O:3][C:4]1[C:5]([OH:32])=[C:6]([CH:10]=[C:11]([CH:13]2[C:18]([C:19]3[CH:24]=[CH:23][CH:22]=[CH:21][CH:20]=3)=[C:17]([C:25]3[CH:30]=[CH:29][CH:28]=[CH:27][CH:26]=3)[NH:16][C:15](=[O:31])[NH:14]2)[CH:12]=1)[C:7]([NH2:37])=[O:9])[CH3:2]. The yield is 0.164.